This data is from Forward reaction prediction with 1.9M reactions from USPTO patents (1976-2016). The task is: Predict the product of the given reaction. (1) Given the reactants C([C:3]1[CH:4]=[C:5]([CH:13]=[C:14]([C:16]([F:19])([F:18])[F:17])[CH:15]=1)[C:6](OCCCC)=O)=O.[C:20]1([CH3:32])[CH:25]=CC(S(C[N+]#[C-])(=O)=O)=C[CH:21]=1.[C-:33]#[N:34].[Na+].O1CC[N:38]=[CH:37]1.[CH3:41][OH:42].C([OH:45])C, predict the reaction product. The product is: [NH:34]1[C:6]([C:5]2[CH:4]=[C:3]([CH:15]=[C:14]([C:16]([F:17])([F:18])[F:19])[CH:13]=2)[C:41]([O:45][C:20]([CH3:21])([CH3:25])[CH3:32])=[O:42])=[CH:37][N:38]=[CH:33]1. (2) Given the reactants C([O:4][CH:5]1[CH2:14][C:13]2[C:8](=[CH:9][CH:10]=[CH:11][C:12]=2[N:15]=C(C2C=CC=CC=2)C2C=CC=CC=2)[O:7][CH2:6]1)(=O)C.Cl.O.C([O-])([O-])=O.[K+].[K+], predict the reaction product. The product is: [NH2:15][C:12]1[CH:11]=[CH:10][CH:9]=[C:8]2[C:13]=1[CH2:14][CH:5]([OH:4])[CH2:6][O:7]2. (3) Given the reactants [NH:1]1[CH2:4][CH:3]([NH:5][C:6](=[O:12])[O:7][C:8]([CH3:11])([CH3:10])[CH3:9])[CH2:2]1.CCN(CC)CC.[CH3:20][C:21](OC(C)=O)=[O:22], predict the reaction product. The product is: [C:21]([N:1]1[CH2:4][CH:3]([NH:5][C:6](=[O:12])[O:7][C:8]([CH3:9])([CH3:11])[CH3:10])[CH2:2]1)(=[O:22])[CH3:20]. (4) The product is: [I:14][C:6]1[CH:7]=[CH:8][C:3]([C:2]([F:10])([F:11])[F:1])=[CH:4][C:5]=1[OH:9]. Given the reactants [F:1][C:2]([F:11])([F:10])[C:3]1[CH:4]=[C:5]([OH:9])[CH:6]=[CH:7][CH:8]=1.[H-].[Na+].[I:14]I.Cl, predict the reaction product. (5) The product is: [CH:22]1([C:2]2[C:8]3[CH:9]=[CH:10][CH:11]=[CH:12][C:7]=3[S:6][C:5]3[CH:13]=[CH:14][CH:15]=[CH:16][C:4]=3[N:3]=2)[CH2:27][CH2:26][CH2:25][CH2:24][CH2:23]1. Given the reactants Cl[C:2]1[C:8]2[CH:9]=[CH:10][CH:11]=[CH:12][C:7]=2[S:6][C:5]2[CH:13]=[CH:14][CH:15]=[CH:16][C:4]=2[N:3]=1.C1COCC1.[CH:22]1([Mg]Cl)[CH2:27][CH2:26][CH2:25][CH2:24][CH2:23]1, predict the reaction product. (6) Given the reactants Cl.Cl.[N:3]1[C:11]2[CH:10]=[CH:9][N:8]=[CH:7][C:6]=2[O:5][C:4]=1[NH:12][CH:13]1[CH2:18][CH2:17][NH:16][CH2:15][CH2:14]1.[CH3:19][C:20]1[NH:21][C:22]2[C:27]([C:28]=1[CH:29]=O)=[CH:26][C:25]([N+:31]([O-:33])=[O:32])=[CH:24][CH:23]=2.C([BH3-])#N.[Na+].C(N(C(C)C)C(C)C)C, predict the reaction product. The product is: [CH3:19][C:20]1[NH:21][C:22]2[C:27]([C:28]=1[CH2:29][N:16]1[CH2:17][CH2:18][CH:13]([NH:12][C:4]3[O:5][C:6]4[CH:7]=[N:8][CH:9]=[CH:10][C:11]=4[N:3]=3)[CH2:14][CH2:15]1)=[CH:26][C:25]([N+:31]([O-:33])=[O:32])=[CH:24][CH:23]=2. (7) Given the reactants [CH2:1]([C:3]1[CH:4]=[CH:5][C:6]([O:17][CH3:18])=[C:7]([C:9]([C:11]2[CH:16]=[CH:15][CH:14]=[CH:13][CH:12]=2)=[O:10])[CH:8]=1)[CH3:2].C[O:20][C:21](=[O:40])[CH2:22][CH2:23][C:24]1[CH:29]=[CH:28][C:27]([O:30][CH2:31][CH2:32]COS(C)(=O)=O)=[CH:26][C:25]=1[CH3:39].C([O-])([O-])=O.[Cs+].[Cs+].[OH-].[Na+].Cl, predict the reaction product. The product is: [C:9]([C:7]1[CH:8]=[C:3]([CH2:1][CH3:2])[CH:4]=[CH:5][C:6]=1[O:17][CH2:18][CH2:32][CH2:31][O:30][C:27]1[CH:28]=[CH:29][C:24]([CH2:23][CH2:22][C:21]([OH:40])=[O:20])=[C:25]([CH3:39])[CH:26]=1)(=[O:10])[C:11]1[CH:16]=[CH:15][CH:14]=[CH:13][CH:12]=1. (8) The product is: [Br:17][C:18]1[CH:19]=[C:20]([CH:23]=[CH:24][CH:25]=1)[CH2:21][O:16][CH:13]1[CH2:14][CH2:15][N:10]([C:8]([O:7][C:3]([CH3:6])([CH3:4])[CH3:5])=[O:9])[CH2:11][CH2:12]1. Given the reactants [H-].[Na+].[C:3]([O:7][C:8]([N:10]1[CH2:15][CH2:14][CH:13]([OH:16])[CH2:12][CH2:11]1)=[O:9])([CH3:6])([CH3:5])[CH3:4].[Br:17][C:18]1[CH:19]=[C:20]([CH:23]=[CH:24][CH:25]=1)[CH2:21]Br, predict the reaction product. (9) Given the reactants [Cl:1][C:2]1[CH:7]=[CH:6][C:5]([C:8]2[CH2:13][CH2:12][C:11]([CH3:15])([CH3:14])[CH2:10][C:9]=2[CH2:16][N:17]2[CH2:22][CH2:21][N:20]([C:23]3[CH:33]=[CH:32][C:26]([C:27]([O:29]CC)=[O:28])=[CH:25][CH:24]=3)[CH2:19][CH2:18]2)=[CH:4][CH:3]=1.[OH-].[Na+], predict the reaction product. The product is: [Cl:1][C:2]1[CH:7]=[CH:6][C:5]([C:8]2[CH2:13][CH2:12][C:11]([CH3:14])([CH3:15])[CH2:10][C:9]=2[CH2:16][N:17]2[CH2:18][CH2:19][N:20]([C:23]3[CH:24]=[CH:25][C:26]([C:27]([OH:29])=[O:28])=[CH:32][CH:33]=3)[CH2:21][CH2:22]2)=[CH:4][CH:3]=1. (10) Given the reactants [NH2:1][CH:2]1[CH2:7][CH2:6][N:5]([CH2:8][CH2:9][N:10]2[C:19]3[C:14](=[CH:15][CH:16]=[C:17]([F:21])[C:18]=3[F:20])[N:13]=[CH:12][C:11]2=[O:22])[CH2:4][CH2:3]1.[O:23]=[C:24]1[CH2:29][O:28][C:27]2[CH:30]=[CH:31][C:32]([CH:34]=O)=[N:33][C:26]=2[NH:25]1.C(O[BH-](OC(=O)C)OC(=O)C)(=O)C.[Na+], predict the reaction product. The product is: [F:21][C:17]1[C:18]([F:20])=[C:19]2[C:14]([N:13]=[CH:12][C:11](=[O:22])[N:10]2[CH2:9][CH2:8][N:5]2[CH2:6][CH2:7][CH:2]([NH:1][CH2:34][C:32]3[CH:31]=[CH:30][C:27]4[O:28][CH2:29][C:24](=[O:23])[NH:25][C:26]=4[N:33]=3)[CH2:3][CH2:4]2)=[CH:15][CH:16]=1.